Dataset: Forward reaction prediction with 1.9M reactions from USPTO patents (1976-2016). Task: Predict the product of the given reaction. (1) Given the reactants [CH3:1][O:2][C:3]1[CH:8]=[CH:7][C:6]([CH:9]([C:42]2[CH:47]=[CH:46][C:45]([O:48][CH3:49])=[CH:44][CH:43]=2)[O:10][CH:11]([C:36]2[CH:41]=[CH:40][CH:39]=[CH:38][CH:37]=2)[CH:12]2[O:16][CH:15]([N:17]3[CH:25]=[N:24][C:23]4[C:22](=[O:26])[NH:21][C:20]([NH:27][C:28](=[O:32])[CH:29]([CH3:31])[CH3:30])=[N:19][C:18]3=4)[CH:14]([O:33][CH3:34])[CH:13]2[OH:35])=[CH:5][CH:4]=1.[C:50](O[C:50](=[O:57])[C:51]1[CH:56]=[CH:55][CH:54]=[CH:53][CH:52]=1)(=[O:57])[C:51]1[CH:56]=[CH:55][CH:54]=[CH:53][CH:52]=1, predict the reaction product. The product is: [CH3:49][O:48][C:45]1[CH:46]=[CH:47][C:42]([CH:9]([C:6]2[CH:5]=[CH:4][C:3]([O:2][CH3:1])=[CH:8][CH:7]=2)[O:10][CH:11]([C:36]2[CH:37]=[CH:38][CH:39]=[CH:40][CH:41]=2)[CH:12]2[CH:13]([O:35][C:50](=[O:57])[C:51]3[CH:56]=[CH:55][CH:54]=[CH:53][CH:52]=3)[CH:14]([O:33][CH3:34])[CH:15]([N:17]3[CH:25]=[N:24][C:23]4[C:22](=[O:26])[NH:21][C:20]([NH:27][C:28](=[O:32])[CH:29]([CH3:31])[CH3:30])=[N:19][C:18]3=4)[O:16]2)=[CH:43][CH:44]=1. (2) The product is: [CH2:11]1[CH2:10][O:9][C:8]23[O:13][CH2:14][CH2:1][O:2][C:3]2([C@:4]2([CH2:27][CH2:26][C@H:25]4[C@@H:15]([CH2:16][C@H:17]([CH2:28][CH2:29][OH:31])[CH:18]5[C@:23]4([CH3:24])[CH2:22][CH2:21][CH2:20][CH2:19]5)[C@@H:6]2[CH2:7]3)[CH3:5])[O:12]1. Given the reactants [CH2:1]1[CH2:14][O:13][C:8]23[O:9][CH2:10][CH2:11][O:12][C:3]2([C@:4]2([CH2:27][CH2:26][C@H:25]4[C@@H:15]([CH2:16][C@H:17]([CH:28]=[CH2:29])[CH:18]5[C@:23]4([CH3:24])[CH2:22][CH2:21][CH2:20][CH2:19]5)[C@@H:6]2[CH2:7]3)[CH3:5])[O:2]1.C1COC23OCCOC2([C@]2(CC[C@H]4[C@@H](C[C@@H](CO)C5[C@]4(C)CCCC5)[C@@H]2C3)C)[O:31]1, predict the reaction product. (3) Given the reactants [F:1][C:2]1[CH:3]=[C:4]([CH:8]=[CH:9][CH:10]=1)/[CH:5]=[N:6]\[OH:7].[Cl:11]N1C(=O)CCC1=O, predict the reaction product. The product is: [OH:7]/[N:6]=[C:5](\[Cl:11])/[C:4]1[CH:8]=[CH:9][CH:10]=[C:2]([F:1])[CH:3]=1. (4) Given the reactants [O:1]([C:8]1[CH:9]=[C:10]([CH:13]=[CH:14][CH:15]=1)[CH2:11][OH:12])[C:2]1[CH:7]=[CH:6][CH:5]=[CH:4][CH:3]=1.[H-].[Na+].BrC[C:20]1[CH:25]=[CH:24][CH:23]=[CH:22][C:21]=1/[CH:26]=[CH:27]/[C:28]([O:30][CH2:31][CH3:32])=[O:29], predict the reaction product. The product is: [O:1]([C:8]1[CH:9]=[C:10]([CH:13]=[CH:14][CH:15]=1)[CH2:11][O:12][C:20]1[CH:25]=[CH:24][CH:23]=[CH:22][C:21]=1/[CH:26]=[CH:27]/[C:28]([O:30][CH2:31][CH3:32])=[O:29])[C:2]1[CH:3]=[CH:4][CH:5]=[CH:6][CH:7]=1. (5) Given the reactants [CH2:1]=[C:2]1[CH:8]2[CH2:9][CH:5]([CH2:6][CH2:7]2)[C:4](=[O:10])[O:3]1.[CH2:11]([N:13]([CH2:16][CH3:17])[CH2:14][CH3:15])[CH3:12].[C-]#N.[K+], predict the reaction product. The product is: [CH2:11]([NH+:13]([CH2:16][CH3:17])[CH2:14][CH3:15])[CH3:12].[OH:3][C:2]1[CH:8]2[CH2:9][CH:5]([CH2:6][CH2:7]2)[C:4](=[O:10])[CH:1]=1. (6) Given the reactants [CH3:1][N:2]([C:4]1[CH:20]=[C:19]2[C:7](=[C:8]([C:21]3[CH:26]=[CH:25][C:24](N4C(=O)C=CC4=O)=[CH:23][C:22]=3[C:34]([OH:36])=[O:35])[C:9]3[CH:14]=[CH:13][C:12]([N:15]([CH3:17])[CH3:16])=[CH:11][C:10]=3[O:18]2)[CH2:6][CH:5]=1)[CH3:3], predict the reaction product. The product is: [CH3:3][N:2]([C:4]1[CH:5]=[CH:6][C:7]2[C:8]([C:21]3[CH:26]=[CH:25][CH:24]=[CH:23][C:22]=3[C:34]([O-:36])=[O:35])=[C:9]3[C:10]([CH:11]=[C:12]([N:15]([CH3:17])[CH3:16])[CH:13]=[CH:14]3)=[O+:18][C:19]=2[CH:20]=1)[CH3:1].